This data is from Reaction yield outcomes from USPTO patents with 853,638 reactions. The task is: Predict the reaction yield, written as a fraction of the theoretical maximum amount of product (1.0 means a 100% yield; for example, 0.34 means a 34% yield). (1) The product is [Cl:1][C:2]1[CH:3]=[CH:4][C:5]([C:8]2[S:12][C:11]([C:13]([OH:15])=[O:14])=[C:10]([CH:24]=[O:25])[CH:9]=2)=[CH:6][CH:7]=1. The yield is 0.650. The catalyst is C1COCC1. The reactants are [Cl:1][C:2]1[CH:7]=[CH:6][C:5]([C:8]2[S:12][C:11]([C:13]([OH:15])=[O:14])=[CH:10][CH:9]=2)=[CH:4][CH:3]=1.[Li]CCCC.CN([CH:24]=[O:25])C.Cl. (2) The reactants are Br[C:2]1[CH:3]=[CH:4][C:5]([N+:8]([O-:10])=[O:9])=[N:6][CH:7]=1.C([O-])([O-])=O.[Cs+].[Cs+].[C:17]([NH:20][C:21]1[CH:26]=[CH:25][C:24]([OH:27])=[CH:23][CH:22]=1)(=[O:19])[CH3:18]. The catalyst is CN(C=O)C. The product is [C:17]([NH:20][C:21]1[CH:26]=[CH:25][C:24]([O:27][C:2]2[CH:3]=[CH:4][C:5]([N+:8]([O-:10])=[O:9])=[N:6][CH:7]=2)=[CH:23][CH:22]=1)(=[O:19])[CH3:18]. The yield is 0.590. (3) The reactants are Cl[C:2]1[N:7]=[C:6]([CH3:8])[C:5]([N+:9]([O-:11])=[O:10])=[CH:4][CH:3]=1.[CH3:12][NH:13][CH3:14].O. The catalyst is CO.CCOC(C)=O. The product is [CH3:12][N:13]([CH3:14])[C:2]1[CH:3]=[CH:4][C:5]([N+:9]([O-:11])=[O:10])=[C:6]([CH3:8])[N:7]=1. The yield is 0.950. (4) The product is [I:17][C:12]1[CH:13]=[C:14]2[C:9](=[CH:10][CH:11]=1)[O:8][C@@H:7]([CH2:5][NH:4][CH2:3][C@H:2]([OH:1])[CH2:18][O:19][C:20]1[CH:25]=[CH:24][CH:23]=[CH:22][CH:21]=1)[CH2:16][CH2:15]2. The catalyst is C1COCC1. The reactants are [OH:1][C@H:2]([CH2:18][O:19][C:20]1[CH:25]=[CH:24][CH:23]=[CH:22][CH:21]=1)[CH2:3][NH:4][C:5]([C@H:7]1[CH2:16][CH2:15][C:14]2[C:9](=[CH:10][CH:11]=[C:12]([I:17])[CH:13]=2)[O:8]1)=O.B.CSC. The yield is 1.00. (5) The reactants are Cl.[NH2:2][CH2:3][C:4]1[CH:5]=[C:6]2[C:11](=[CH:12][CH:13]=1)[N:10]=[C:9]([CH3:14])[N:8]([CH:15]1[CH2:20][CH2:19][C:18](=[O:21])[NH:17][C:16]1=[O:22])[C:7]2=[O:23].[F:24][C:25]([F:37])([F:36])[O:26][C:27]1[CH:35]=[CH:34][C:30]([C:31](Cl)=[O:32])=[CH:29][CH:28]=1.C(N(CC)C(C)C)(C)C. The catalyst is C(#N)C. The product is [O:22]=[C:16]1[CH:15]([N:8]2[C:7](=[O:23])[C:6]3[C:11](=[CH:12][CH:13]=[C:4]([CH2:3][NH:2][C:31](=[O:32])[C:30]4[CH:34]=[CH:35][C:27]([O:26][C:25]([F:24])([F:36])[F:37])=[CH:28][CH:29]=4)[CH:5]=3)[N:10]=[C:9]2[CH3:14])[CH2:20][CH2:19][C:18](=[O:21])[NH:17]1. The yield is 0.710. (6) The reactants are [C:1]([C:3]1[CH:8]=[CH:7][CH:6]=[CH:5][C:4]=1[C:9]1[CH:14]=[CH:13][C:12]([CH2:15][C:16]2[C:17](=[O:44])[N:18]([C@H:28]3[CH2:33][CH2:32][C@H:31]([O:34][CH:35]([CH2:41][CH2:42][OH:43])[C:36]([O:38][CH2:39][CH3:40])=[O:37])[CH2:30][CH2:29]3)[C:19]3[N:20]([N:25]=[CH:26][N:27]=3)[C:21]=2[CH2:22][CH2:23][CH3:24])=[CH:11][CH:10]=1)#[N:2].[CH3:45][C:46]1[CH:51]=[CH:50][C:49]([S:52](Cl)(=[O:54])=[O:53])=[CH:48][CH:47]=1.Cl. The catalyst is N1C=CC=CC=1. The product is [C:1]([C:3]1[CH:8]=[CH:7][CH:6]=[CH:5][C:4]=1[C:9]1[CH:14]=[CH:13][C:12]([CH2:15][C:16]2[C:17](=[O:44])[N:18]([C@H:28]3[CH2:33][CH2:32][C@H:31]([O:34][CH:35]([CH2:41][CH2:42][O:43][S:52]([C:49]4[CH:50]=[CH:51][C:46]([CH3:45])=[CH:47][CH:48]=4)(=[O:54])=[O:53])[C:36]([O:38][CH2:39][CH3:40])=[O:37])[CH2:30][CH2:29]3)[C:19]3[N:20]([N:25]=[CH:26][N:27]=3)[C:21]=2[CH2:22][CH2:23][CH3:24])=[CH:11][CH:10]=1)#[N:2]. The yield is 0.650. (7) The catalyst is O1CCCC1. The yield is 0.100. The reactants are N(C(OCC)=O)=NC(OCC)=O.[OH:13][C:14]1[C:15]([CH2:25][S:26]([C:29]2[CH:34]=[CH:33][CH:32]=[CH:31][CH:30]=2)(=[O:28])=[O:27])=[C:16]2[C:21](=[CH:22][CH:23]=1)[C:20](=[O:24])[CH2:19][CH2:18][CH2:17]2.[N:35]1([CH2:40][CH:41](O)[CH:42]([CH3:44])[CH3:43])[CH:39]=[CH:38][N:37]=[CH:36]1.C1(P(C2C=CC=CC=2)C2C=CC=CC=2)C=CC=CC=1. The product is [N:35]1([CH2:40][CH:41]([O:13][C:14]2[C:15]([CH2:25][S:26]([C:29]3[CH:34]=[CH:33][CH:32]=[CH:31][CH:30]=3)(=[O:28])=[O:27])=[C:16]3[C:21](=[CH:22][CH:23]=2)[C:20](=[O:24])[CH2:19][CH2:18][CH2:17]3)[CH:42]([CH3:44])[CH3:43])[CH:39]=[CH:38][N:37]=[CH:36]1. (8) The reactants are [OH:1][CH2:2][CH2:3][O:4][C:5]([C:8]1[N:9]=[CH:10][C:11]([N:14]2[CH2:18][C@@:17]3([CH2:23][CH2:22][CH2:21][C@@:20]([CH2:25][N:26]4[C:30]5[CH:31]=[C:32]([C:35]#[N:36])[CH:33]=[CH:34][C:29]=5[N:28]=[CH:27]4)([CH3:24])[CH2:19]3)[O:16][C:15]2=[O:37])=[N:12][CH:13]=1)([CH3:7])[CH3:6].CCN(C(C)C)C(C)C.[CH3:47][P:48](Cl)([CH3:50])=[O:49]. The catalyst is ClCCl. The product is [CH3:47][P:48]([CH3:50])(=[O:49])[O:1][CH2:2][CH2:3][O:4][C:5]([C:8]1[CH:13]=[N:12][C:11]([N:14]2[CH2:18][C@@:17]3([CH2:23][CH2:22][CH2:21][C@@:20]([CH2:25][N:26]4[C:30]5[CH:31]=[C:32]([C:35]#[N:36])[CH:33]=[CH:34][C:29]=5[N:28]=[CH:27]4)([CH3:24])[CH2:19]3)[O:16][C:15]2=[O:37])=[CH:10][N:9]=1)([CH3:7])[CH3:6]. The yield is 0.0800. (9) The reactants are [CH3:1][O:2][C:3]1[CH:31]=[CH:30][C:6]([CH2:7][NH:8][C:9]2[N:14]=[C:13]([CH2:15][CH2:16][CH2:17][CH2:18][CH:19](O)[CH:20]=[CH:21][C:22]3[CH:23]=[N:24][C:25]([CH3:28])=[N:26][CH:27]=3)[CH:12]=[CH:11][CH:10]=2)=[CH:5][CH:4]=1.C(O)(=O)CC.Cl.[Cl-].[Na+].O.[C:41]([CH3:51])(OCC)([O:45]CC)[O:42][CH2:43][CH3:44]. No catalyst specified. The product is [CH2:43]([O:42][C:41](=[O:45])[CH2:51][CH:21]([C:22]1[CH:23]=[N:24][C:25]([CH3:28])=[N:26][CH:27]=1)[CH:20]=[CH:19][CH2:18][CH2:17][CH2:16][CH2:15][C:13]1[CH:12]=[CH:11][CH:10]=[C:9]([NH:8][CH2:7][C:6]2[CH:30]=[CH:31][C:3]([O:2][CH3:1])=[CH:4][CH:5]=2)[N:14]=1)[CH3:44]. The yield is 0.860. (10) The reactants are C([N:8]1[CH2:13][CH2:12][O:11][C@@H:10]([C:14]2[CH:19]=[CH:18][C:17]([OH:20])=[CH:16][CH:15]=2)[CH2:9]1)C1C=CC=CC=1.[C:32]([O:31][C:29](O[C:29]([O:31][C:32]([CH3:35])([CH3:34])[CH3:33])=[O:30])=[O:30])([CH3:35])([CH3:34])[CH3:33]. The catalyst is [Pd].CO.[OH-].[Na+]. The product is [OH:20][C:17]1[CH:16]=[CH:15][C:14]([C@@H:10]2[O:11][CH2:12][CH2:13][N:8]([C:29]([O:31][C:32]([CH3:33])([CH3:34])[CH3:35])=[O:30])[CH2:9]2)=[CH:19][CH:18]=1. The yield is 0.830.